This data is from Forward reaction prediction with 1.9M reactions from USPTO patents (1976-2016). The task is: Predict the product of the given reaction. (1) Given the reactants Br[C:2]1[C:7]([F:8])=[C:6]([F:9])[C:5]([F:10])=[C:4]([S:11]([NH:14][C:15]2[CH:20]=[CH:19][C:18]([O:21][CH3:22])=[CH:17][CH:16]=2)(=[O:13])=[O:12])[C:3]=1[F:23], predict the reaction product. The product is: [F:10][C:5]1[C:6]([F:9])=[C:7]([F:8])[CH:2]=[C:3]([F:23])[C:4]=1[S:11]([NH:14][C:15]1[CH:20]=[CH:19][C:18]([O:21][CH3:22])=[CH:17][CH:16]=1)(=[O:12])=[O:13]. (2) Given the reactants [Si:1]([O:18][CH2:19][CH2:20][CH2:21][CH:22]([OH:25])[CH2:23][CH3:24])([C:14]([CH3:17])([CH3:16])[CH3:15])([C:8]1[CH:13]=[CH:12][CH:11]=[CH:10][CH:9]=1)[C:2]1[CH:7]=[CH:6][CH:5]=[CH:4][CH:3]=1.[Si](OCCCC=O)(C(C)(C)C)(C1C=CC=CC=1)[C:27]1C=CC=CC=1.C([Mg]Br)(C)C, predict the reaction product. The product is: [Si:1]([O:18][CH2:19][CH2:20][CH2:21][CH:22]([OH:25])[CH:23]([CH3:27])[CH3:24])([C:14]([CH3:16])([CH3:17])[CH3:15])([C:8]1[CH:9]=[CH:10][CH:11]=[CH:12][CH:13]=1)[C:2]1[CH:3]=[CH:4][CH:5]=[CH:6][CH:7]=1. (3) Given the reactants [Mn]([O-])(=O)(=O)=O.[K+].[C:7]1([C:13]#[C:14][C:15]2[CH:20]=[CH:19][C:18]([NH:21][CH2:22][CH:23]([CH3:25])[CH3:24])=[C:17]([N+:26]([O-:28])=[O:27])[CH:16]=2)[CH:12]=[CH:11][CH:10]=[CH:9][CH:8]=1.C(=O)(O)[O-:30].[Na+].S([O-])([O-])(=O)=O.[Mg+2].S([O-])([O-])=O.[Na+].[Na+].[OH2:46], predict the reaction product. The product is: [C:7]1([C:13](=[O:30])[C:14]([C:15]2[CH:20]=[CH:19][C:18]([NH:21][CH2:22][CH:23]([CH3:24])[CH3:25])=[C:17]([N+:26]([O-:28])=[O:27])[CH:16]=2)=[O:46])[CH:12]=[CH:11][CH:10]=[CH:9][CH:8]=1. (4) Given the reactants [H-].[Na+].[F:3][C:4]([F:21])([F:20])[C:5]1[CH:6]=[C:7]2[C:11](=[CH:12][CH:13]=1)[C:10](=[O:14])[N:9]([CH2:15][CH:16]([CH3:18])[CH3:17])[CH:8]2O.[F:22][C:23]([F:40])([F:39])[C:24]1[CH:32]=[C:31]2[C:27]([CH:28](O)[N:29]([CH2:34][CH:35]([CH3:37])[CH3:36])[C:30]2=[O:33])=[CH:26][CH:25]=1.O.C[O:43][CH2:44][CH2:45]OC, predict the reaction product. The product is: [F:3][C:4]([F:21])([F:20])[C:5]1[CH:6]=[C:7]2[C:11]([C:10](=[O:14])[N:9]([CH2:15][CH:16]([CH3:18])[CH3:17])[CH:8]2[CH2:45][C:44]([O:33][CH2:30][CH3:31])=[O:43])=[CH:12][CH:13]=1.[F:22][C:23]([F:40])([F:39])[C:24]1[CH:32]=[C:31]2[C:27](=[CH:26][CH:25]=1)[CH:28]([CH2:45][C:44]([O:14][CH2:10][CH3:11])=[O:43])[N:29]([CH2:34][CH:35]([CH3:37])[CH3:36])[C:30]2=[O:33]. (5) Given the reactants [NH2:1][C:2]1[C:3]([CH3:16])=[C:4]([CH3:15])[C:5]2[O:9][C:8]([CH3:11])([CH3:10])[C:7](=[O:12])[C:6]=2[C:13]=1[CH3:14].[C:17]([CH2:21][C:22](Cl)=[O:23])([CH3:20])([CH3:19])[CH3:18].C(N(CC)CC)C.O, predict the reaction product. The product is: [CH3:18][C:17]([CH3:20])([CH3:19])[CH2:21][C:22]([NH:1][C:2]1[C:3]([CH3:16])=[C:4]([CH3:15])[C:5]2[O:9][C:8]([CH3:10])([CH3:11])[C:7](=[O:12])[C:6]=2[C:13]=1[CH3:14])=[O:23]. (6) Given the reactants [F:1][C:2]1[CH:7]=[CH:6][C:5]([N:8]2[C:11](=[O:12])[C@H:10]([S:13][CH2:14][CH:15]([OH:24])[C:16]3[CH:21]=[CH:20][C:19]([S:22][CH3:23])=[CH:18][CH:17]=3)[C@H:9]2[C:25]2[CH:35]=[CH:34][C:28]([O:29][CH2:30][C:31]([OH:33])=O)=[CH:27][CH:26]=2)=[CH:4][CH:3]=1.Cl.[NH2:37][CH2:38][C:39]([NH:41][C@@H:42]([C:46]([O:48]C(C)(C)C)=[O:47])[CH:43]([CH3:45])[CH3:44])=[O:40].CN1CCOCC1.CN(C(ON1N=NC2C=CC=CC1=2)=[N+](C)C)C.[B-](F)(F)(F)F, predict the reaction product. The product is: [F:1][C:2]1[CH:3]=[CH:4][C:5]([N:8]2[C:11](=[O:12])[C@H:10]([S:13][CH2:14][CH:15]([OH:24])[C:16]3[CH:17]=[CH:18][C:19]([S:22][CH3:23])=[CH:20][CH:21]=3)[C@H:9]2[C:25]2[CH:26]=[CH:27][C:28]([O:29][CH2:30][C:31]([NH:37][CH2:38][C:39]([NH:41][C@@H:42]([C:46]([OH:48])=[O:47])[CH:43]([CH3:44])[CH3:45])=[O:40])=[O:33])=[CH:34][CH:35]=2)=[CH:6][CH:7]=1. (7) Given the reactants [Cl:1][C:2]1[CH:7]=[CH:6][C:5]([CH2:8][N:9]2[CH2:13][CH2:12][CH2:11][CH2:10]2)=[CH:4][C:3]=1[C:14]1[C:18]([C:19]2[N:23]=[CH:22][N:21]([CH2:24][O:25][CH2:26][CH2:27][Si:28]([CH3:31])([CH3:30])[CH3:29])[N:20]=2)=[CH:17][N:16]([C:32]2[C:37]([CH3:38])=[CH:36][N:35]=[C:34]([NH:39]C(=O)C)[CH:33]=2)[N:15]=1, predict the reaction product. The product is: [Cl:1][C:2]1[CH:7]=[CH:6][C:5]([CH2:8][N:9]2[CH2:13][CH2:12][CH2:11][CH2:10]2)=[CH:4][C:3]=1[C:14]1[C:18]([C:19]2[N:23]=[CH:22][N:21]([CH2:24][O:25][CH2:26][CH2:27][Si:28]([CH3:31])([CH3:30])[CH3:29])[N:20]=2)=[CH:17][N:16]([C:32]2[C:37]([CH3:38])=[CH:36][N:35]=[C:34]([NH2:39])[CH:33]=2)[N:15]=1.